This data is from Reaction yield outcomes from USPTO patents with 853,638 reactions. The task is: Predict the reaction yield, written as a fraction of the theoretical maximum amount of product (1.0 means a 100% yield; for example, 0.34 means a 34% yield). (1) The reactants are [OH:1][C:2]1[CH:3]=[C:4]2[C:8](=[CH:9][CH:10]=1)[C@H:7]([C@H:11]([CH3:16])[C:12]([O:14][CH3:15])=[O:13])[CH2:6][CH2:5]2.Br[C:18]([Br:21])([CH3:20])C.[C:22]([O-])([O-])=O.[Cs+].[Cs+]. The catalyst is O.CN(C=O)C. The product is [Br:21][CH2:18][CH2:20][CH2:22][O:1][C:2]1[CH:3]=[C:4]2[C:8](=[CH:9][CH:10]=1)[C@H:7]([C@H:11]([CH3:16])[C:12]([O:14][CH3:15])=[O:13])[CH2:6][CH2:5]2. The yield is 0.340. (2) The reactants are [Cl:1][C:2]1[CH:3]=[C:4]([O:13][CH2:14][C:15]([O:17][CH2:18][CH3:19])=[O:16])[C:5]([C:8](OCC)=[O:9])=[N:6][CH:7]=1.[O-]CC.[Na+].C(OCC)(=O)C.C(O)(=O)C. The catalyst is C1(C)C=CC=CC=1. The product is [Cl:1][C:2]1[CH:3]=[C:4]2[O:13][C:14]([C:15]([O:17][CH2:18][CH3:19])=[O:16])=[C:8]([OH:9])[C:5]2=[N:6][CH:7]=1. The yield is 0.476.